Dataset: Reaction yield outcomes from USPTO patents with 853,638 reactions. Task: Predict the reaction yield, written as a fraction of the theoretical maximum amount of product (1.0 means a 100% yield; for example, 0.34 means a 34% yield). (1) The reactants are Br[C:2]1[CH:3]=[C:4]([CH2:8][C:9]([O:11][CH2:12][CH3:13])=[O:10])[CH:5]=[CH:6][CH:7]=1.O.[F-].C([N+](CCCC)(CCCC)CCCC)CCC.[CH:33]#[C:34][CH2:35][CH2:36][CH3:37]. The catalyst is Cl[Pd](Cl)([P](C1C=CC=CC=1)(C1C=CC=CC=1)C1C=CC=CC=1)[P](C1C=CC=CC=1)(C1C=CC=CC=1)C1C=CC=CC=1.O. The product is [C:33]([C:2]1[CH:3]=[C:4]([CH2:8][C:9]([O:11][CH2:12][CH3:13])=[O:10])[CH:5]=[CH:6][CH:7]=1)#[C:34][CH2:35][CH2:36][CH3:37]. The yield is 0.790. (2) The product is [CH3:14][NH:15][C:11]([C:4]1[C:5]2[C:10](=[CH:9][CH:8]=[CH:7][CH:6]=2)[N:2]([CH3:1])[N:3]=1)=[O:13]. The yield is 0.890. The catalyst is CO. The reactants are [CH3:1][N:2]1[C:10]2[C:5](=[CH:6][CH:7]=[CH:8][CH:9]=2)[C:4]([C:11]([O-:13])=O)=[N:3]1.[CH3:14][NH2:15].